From a dataset of Full USPTO retrosynthesis dataset with 1.9M reactions from patents (1976-2016). Predict the reactants needed to synthesize the given product. (1) Given the product [BrH:1].[Cl:14][C:13]1[C:7]2[CH:6]=[C:5]([C:3]3[N:17]4[CH2:18][CH2:19][N:15]=[C:16]4[S:20][CH:2]=3)[S:9][C:8]=2[CH:10]=[CH:11][CH:12]=1, predict the reactants needed to synthesize it. The reactants are: [Br:1][CH2:2][C:3]([C:5]1[S:9][C:8]2[CH:10]=[CH:11][CH:12]=[C:13]([Cl:14])[C:7]=2[CH:6]=1)=O.[NH:15]1[CH2:19][CH2:18][NH:17][C:16]1=[S:20].C(O)(=O)C. (2) Given the product [CH:17]([C:14]1[CH:15]=[CH:16][C:11]([O:10][C:7]2[N:8]=[CH:9][C:4]([NH:1][S:24]([CH3:23])(=[O:26])=[O:25])=[CH:5][CH:6]=2)=[CH:12][CH:13]=1)=[O:18], predict the reactants needed to synthesize it. The reactants are: [N+:1]([C:4]1[CH:5]=[CH:6][C:7]([O:10][C:11]2[CH:16]=[CH:15][C:14]([CH2:17][OH:18])=[CH:13][CH:12]=2)=[N:8][CH:9]=1)([O-])=O.C(O)(=O)C.[CH3:23][S:24](Cl)(=[O:26])=[O:25].